Dataset: Forward reaction prediction with 1.9M reactions from USPTO patents (1976-2016). Task: Predict the product of the given reaction. (1) Given the reactants [Cl:1][C:2]1[C:3]([C:21]2[C:26]([CH3:27])=[CH:25][C:24]([CH3:28])=[CH:23][N:22]=2)=[CH:4][C:5]([N:8]2[CH2:19][CH2:18][C:11]3[N:12]=[C:13](SC)[N:14]=[CH:15][C:10]=3[CH:9]2[CH3:20])=[N:6][CH:7]=1.O[O:30][S:31]([O-:33])=O.[K+].[CH3:35]COC(C)=O.O, predict the reaction product. The product is: [Cl:1][C:2]1[C:3]([C:21]2[C:26]([CH3:27])=[CH:25][C:24]([CH3:28])=[CH:23][N:22]=2)=[CH:4][C:5]([N:8]2[CH2:19][CH2:18][C:11]3[N:12]=[C:13]([S:31]([CH3:35])(=[O:33])=[O:30])[N:14]=[CH:15][C:10]=3[CH:9]2[CH3:20])=[N:6][CH:7]=1. (2) Given the reactants [OH:1][C:2]1[CH:3]=[N:4][C:5]2[C:10]([C:11]=1[CH:12]=O)=[CH:9][CH:8]=[CH:7][CH:6]=2.C(O[C:19](=[O:30])[NH:20][C@H:21]1[CH2:26][CH2:25][C@H:24]([CH2:27][CH:28]=O)[CH2:23][CH2:22]1)(C)(C)C.[O:31]=[C:32]1[NH:37][C:36]2[CH:38]=[C:39](C(O)=O)[CH:40]=[CH:41][C:35]=2[S:34][CH2:33]1, predict the reaction product. The product is: [O:1]1[C:2]2[CH:3]=[N:4][C:5]3[C:10](=[CH:9][CH:8]=[CH:7][CH:6]=3)[C:11]=2[CH2:12][CH:27]([C@H:24]2[CH2:23][CH2:22][C@H:21]([NH:20][C:19]([C:39]3[CH:40]=[CH:41][C:35]4[S:34][CH2:33][C:32](=[O:31])[NH:37][C:36]=4[CH:38]=3)=[O:30])[CH2:26][CH2:25]2)[CH2:28]1. (3) Given the reactants [O:1]1[C:5]2[CH:6]=[CH:7][C:8]([CH2:10][C:11](=[N:13][NH:14][C:15](=[S:17])[NH2:16])[CH3:12])=[CH:9][C:4]=2[O:3][CH2:2]1.Br[CH2:19][C:20]([C:22]1[CH:27]=[CH:26][CH:25]=[CH:24][CH:23]=1)=O, predict the reaction product. The product is: [O:1]1[C:5]2[CH:6]=[CH:7][C:8]([CH2:10][C:11](=[N:13][NH:14][C:15]3[S:17][CH:19]=[C:20]([C:22]4[CH:27]=[CH:26][CH:25]=[CH:24][CH:23]=4)[N:16]=3)[CH3:12])=[CH:9][C:4]=2[O:3][CH2:2]1. (4) Given the reactants [C:1]([C@H:5]1[CH2:22][CH2:21][C@@:20]2([CH3:23])[C:7](=[CH:8][C:9](=[O:25])[C@@H:10]3[C@@H:19]2[CH2:18][CH2:17][C@@:15]2([CH3:16])[C@H:11]3[CH2:12][CH2:13][C:14]2=[O:24])[CH2:6]1)([O:3][CH3:4])=[O:2].[BH4-].[Na+], predict the reaction product. The product is: [C:1]([C@H:5]1[CH2:22][CH2:21][C@@:20]2([CH3:23])[C:7](=[CH:8][CH:9]([OH:25])[C@@H:10]3[C@@H:19]2[CH2:18][CH2:17][C@@:15]2([CH3:16])[C@H:11]3[CH2:12][CH2:13][C@@H:14]2[OH:24])[CH2:6]1)([O:3][CH3:4])=[O:2].